Predict the reactants needed to synthesize the given product. From a dataset of Full USPTO retrosynthesis dataset with 1.9M reactions from patents (1976-2016). (1) Given the product [Br:1][C:2]1[C:3]([CH3:9])=[C:4]([NH:5][NH:21][C:26](=[O:30])[CH:27]([CH3:29])[CH3:28])[CH:6]=[CH:7][CH:8]=1, predict the reactants needed to synthesize it. The reactants are: [Br:1][C:2]1[C:3]([CH3:9])=[C:4]([CH:6]=[CH:7][CH:8]=1)[NH2:5].N([O-])=O.[Na+].O.O.Cl[Sn]Cl.CC[N:21](CC)CC.[C:26](Cl)(=[O:30])[CH:27]([CH3:29])[CH3:28]. (2) Given the product [Cl:29][C:26]1[CH:25]=[CH:24][C:23]([C:20]2[S:21][CH:22]=[C:18]([CH2:17][N:3]3[C:4](=[O:15])[C:5]4[C@@H:6]5[C:11]([CH3:12])([CH3:13])[C@@:9]([CH3:14])([CH2:8][CH2:7]5)[C:10]=4[N:2]3[CH3:1])[N:19]=2)=[CH:28][CH:27]=1, predict the reactants needed to synthesize it. The reactants are: [CH3:1][N:2]1[C:10]2[C@@:9]3([CH3:14])[C:11]([CH3:13])([CH3:12])[C@H:6]([CH2:7][CH2:8]3)[C:5]=2[C:4](=[O:15])[NH:3]1.Cl[CH2:17][C:18]1[N:19]=[C:20]([C:23]2[CH:28]=[CH:27][C:26]([Cl:29])=[CH:25][CH:24]=2)[S:21][CH:22]=1. (3) Given the product [CH2:17]([Mg:4][Br:3])[CH3:18].[OH:20][CH:17]([C:14]1[CH:15]=[CH:16][C:11]([N:8]2[CH2:9][CH2:10][O:5][CH2:6][CH2:7]2)=[CH:12][CH:13]=1)[C:18](=[O:28])[CH2:1][CH3:2], predict the reactants needed to synthesize it. The reactants are: [CH2:1]([Br:3])[CH3:2].[Mg:4].[O:5]1[CH2:10][CH2:9][N:8]([C:11]2[CH:16]=[CH:15][C:14]([CH:17]([O:20][Si](C)(C)C)[C:18]#N)=[CH:13][CH:12]=2)[CH2:7][CH2:6]1.Cl.CC[O:28]CC.